Dataset: CYP2D6 inhibition data for predicting drug metabolism from PubChem BioAssay. Task: Regression/Classification. Given a drug SMILES string, predict its absorption, distribution, metabolism, or excretion properties. Task type varies by dataset: regression for continuous measurements (e.g., permeability, clearance, half-life) or binary classification for categorical outcomes (e.g., BBB penetration, CYP inhibition). Dataset: cyp2d6_veith. (1) The drug is Cc1c(NC(=O)CSc2nnc3c4ccccc4n(CCc4ccccc4)c3n2)c(=O)n(-c2ccccc2)n1C. The result is 0 (non-inhibitor). (2) The compound is COc1cccc([C@@H]2Oc3ccc(OC)cc3/C(=N/OC[C@@H](C)[C@H](OCc3ccccc3)C(C)C)[C@@H]2O)c1. The result is 0 (non-inhibitor). (3) The molecule is Cc1cccc(NC(=S)NNC(=O)CCn2cc(C)cn2)c1. The result is 0 (non-inhibitor). (4) The compound is Cc1nc2ccccc2cc1C[N+]12CN3CN(CN(C3)C1)C2. The result is 0 (non-inhibitor). (5) The drug is Cc1cc(C)c(-c2cc([C@H](C)O/N=C3\[C@@H]4CCn5c(=O)n(-c6ccccc6)c(=O)n5[C@H]4[C@H](O)[C@H]4O[C@H]34)on2)c(C)c1. The result is 0 (non-inhibitor). (6) The molecule is CCOC(=O)N(c1ccccc1)P1(=S)OCC(C)O1. The result is 0 (non-inhibitor). (7) The compound is Cc1ccc(NS(=O)(=O)c2ccc(OCC(=O)Nc3cccc([N+](=O)[O-])c3)c(C)c2)cc1. The result is 0 (non-inhibitor). (8) The molecule is CCN(CC)c1ccc2c(Cl)cc(=O)oc2c1. The result is 1 (inhibitor). (9) The result is 1 (inhibitor). The compound is O[C@H](C[C@@H]1CCCCN1)c1ccc2c(c1)oc1ccccc12.